From a dataset of Peptide-MHC class I binding affinity with 185,985 pairs from IEDB/IMGT. Regression. Given a peptide amino acid sequence and an MHC pseudo amino acid sequence, predict their binding affinity value. This is MHC class I binding data. (1) The binding affinity (normalized) is 0.499. The peptide sequence is IMHAGKRSLR. The MHC is HLA-A33:01 with pseudo-sequence HLA-A33:01. (2) The peptide sequence is AMEGGTTKA. The MHC is HLA-A68:02 with pseudo-sequence HLA-A68:02. The binding affinity (normalized) is 0.0847.